Dataset: Full USPTO retrosynthesis dataset with 1.9M reactions from patents (1976-2016). Task: Predict the reactants needed to synthesize the given product. (1) Given the product [O:1]1[CH:5]=[CH:4][CH:3]=[C:2]1[CH2:6][N:7]([CH2:20][C:21]1[CH:26]=[CH:25][C:24]([S:27][C:28]([CH3:37])([CH3:36])[C:29]([O:31][C:32]([CH3:35])([CH3:34])[CH3:33])=[O:30])=[CH:23][CH:22]=1)[CH2:8][C:9]1[CH:10]=[C:11]([C:13]2[CH:18]=[CH:17][C:16]([CH3:19])=[CH:15][CH:14]=2)[N:41]=[CH:39][N:40]=1, predict the reactants needed to synthesize it. The reactants are: [O:1]1[CH:5]=[CH:4][CH:3]=[C:2]1[CH2:6][N:7]([CH2:20][C:21]1[CH:26]=[CH:25][C:24]([S:27][C:28]([CH3:37])([CH3:36])[C:29]([O:31][C:32]([CH3:35])([CH3:34])[CH3:33])=[O:30])=[CH:23][CH:22]=1)[CH2:8][C:9]#[C:10][C:11]([C:13]1[CH:18]=[CH:17][C:16]([CH3:19])=[CH:15][CH:14]=1)=O.Cl.[CH:39]([NH2:41])=[NH:40].C(=O)([O-])[O-].[K+].[K+].O. (2) Given the product [F:1][C:2]1[CH:7]=[C:6]([CH3:8])[CH:5]=[CH:4][C:3]=1[C:9]([C:11]1[CH:12]=[CH:13][CH:14]=[CH:15][CH:16]=1)=[O:10], predict the reactants needed to synthesize it. The reactants are: [F:1][C:2]1[CH:7]=[C:6]([CH3:8])[CH:5]=[CH:4][C:3]=1[CH:9]([C:11]1[CH:16]=[CH:15][CH:14]=[CH:13][CH:12]=1)[OH:10].CC(OI1(OC(C)=O)(OC(C)=O)OC(=O)C2C=CC=CC1=2)=O. (3) The reactants are: [C:1]([O:5][C:6]([N:8]1[CH2:13][CH:12]=[C:11]([Sn](C)(C)C)[CH2:10][CH2:9]1)=[O:7])([CH3:4])([CH3:3])[CH3:2].[OH2:18]. Given the product [NH:8]1[C:9]2[C:10](=[CH:9][CH:10]=[CH:11][CH:12]=2)[CH:11]=[CH:12][C:13]1=[O:18].[C:6]([N:8]1[CH2:9][CH2:10][CH2:11][CH2:12][CH2:13]1)([O:5][C:1]([CH3:4])([CH3:3])[CH3:2])=[O:7], predict the reactants needed to synthesize it.